From a dataset of Forward reaction prediction with 1.9M reactions from USPTO patents (1976-2016). Predict the product of the given reaction. (1) Given the reactants [CH3:1][O:2][C:3]([C:5]1[S:27][C:8]2=[C:9](Cl)[N:10]=[CH:11][C:12]([NH:13][C:14]3[CH:19]=[CH:18][C:17]([C:20]4[CH:25]=[CH:24][CH:23]=[CH:22][CH:21]=4)=[CH:16][CH:15]=3)=[C:7]2[CH:6]=1)=[O:4].C(=[NH:41])(C1C=CC=CC=1)C1C=CC=CC=1.CC1(C)C2C=CC=C(P(C3C=CC=CC=3)C3C=CC=CC=3)C=2OC2C1=CC=CC=2P(C1C=CC=CC=1)C1C=CC=CC=1.C(=O)([O-])[O-].[Cs+].[Cs+], predict the reaction product. The product is: [CH3:1][O:2][C:3]([C:5]1[S:27][C:8]2=[C:9]([NH2:41])[N:10]=[CH:11][C:12]([NH:13][C:14]3[CH:19]=[CH:18][C:17]([C:20]4[CH:25]=[CH:24][CH:23]=[CH:22][CH:21]=4)=[CH:16][CH:15]=3)=[C:7]2[CH:6]=1)=[O:4]. (2) Given the reactants [C:1]([O:5][C:6]([N:8]1[CH2:13][CH2:12][CH:11]([C:14]([OH:16])=O)[CH2:10][CH2:9]1)=[O:7])([CH3:4])([CH3:3])[CH3:2].Cl.CN(C)CCCN=C=NCC.[NH2:29][C:30]1[CH:31]=[C:32]([C:36]2[C:44]3[C:39](=[CH:40][CH:41]=[C:42]([C:45]#[N:46])[CH:43]=3)[N:38]([CH:47]3[CH2:52][CH2:51][CH2:50][CH2:49][O:48]3)[N:37]=2)[CH:33]=[CH:34][CH:35]=1, predict the reaction product. The product is: [C:45]([C:42]1[CH:43]=[C:44]2[C:39](=[CH:40][CH:41]=1)[N:38]([CH:47]1[CH2:52][CH2:51][CH2:50][CH2:49][O:48]1)[N:37]=[C:36]2[C:32]1[CH:31]=[C:30]([NH:29][C:14]([CH:11]2[CH2:10][CH2:9][N:8]([C:6]([O:5][C:1]([CH3:2])([CH3:3])[CH3:4])=[O:7])[CH2:13][CH2:12]2)=[O:16])[CH:35]=[CH:34][CH:33]=1)#[N:46]. (3) Given the reactants [C:1]1([CH2:7][CH2:8][CH2:9][CH2:10][CH2:11][C:12]([OH:14])=O)[CH:6]=[CH:5][CH:4]=[CH:3][CH:2]=1.C(Cl)(=O)C([Cl:18])=O.CN(C=O)C, predict the reaction product. The product is: [C:1]1([CH2:7][CH2:8][CH2:9][CH2:10][CH2:11][C:12]([Cl:18])=[O:14])[CH:6]=[CH:5][CH:4]=[CH:3][CH:2]=1.